Dataset: Forward reaction prediction with 1.9M reactions from USPTO patents (1976-2016). Task: Predict the product of the given reaction. (1) Given the reactants [CH3:1][N:2]1[C:10]2[C:5](=[CH:6][C:7]([N+:11]([O-])=O)=[CH:8][CH:9]=2)[C:4]([C:14]2[CH:18]=[CH:17][N:16]([C:19]([O:21][C:22]([CH3:25])([CH3:24])[CH3:23])=[O:20])[CH:15]=2)=[CH:3]1, predict the reaction product. The product is: [NH2:11][C:7]1[CH:6]=[C:5]2[C:10](=[CH:9][CH:8]=1)[N:2]([CH3:1])[CH:3]=[C:4]2[CH:14]1[CH2:18][CH2:17][N:16]([C:19]([O:21][C:22]([CH3:25])([CH3:24])[CH3:23])=[O:20])[CH2:15]1. (2) Given the reactants I.[Cl:2][C:3]1[N:4]=[CH:5][N:6]([C:8]2[CH:13]=[CH:12][C:11]([NH:14][C:15](SC)=[NH:16])=[CH:10][C:9]=2[O:19][CH3:20])[CH:7]=1.[Cl:21][CH2:22][CH2:23][CH2:24][CH2:25][CH:26]([N:30]1[CH:34]=[C:33]([Cl:35])[CH:32]=[N:31]1)[C:27](O)=O.[NH2:36][NH2:37], predict the reaction product. The product is: [Cl:21][CH2:22][CH2:23][CH2:24][CH2:25][CH:26]([C:27]1[NH:37][N:36]=[C:15]([NH:14][C:11]2[CH:12]=[CH:13][C:8]([N:6]3[CH:7]=[C:3]([Cl:2])[N:4]=[CH:5]3)=[C:9]([O:19][CH3:20])[CH:10]=2)[N:16]=1)[N:30]1[CH:34]=[C:33]([Cl:35])[CH:32]=[N:31]1. (3) The product is: [CH:17]([C@:11]1([C:14]([N:33]2[CH2:34][CH:35]=[C:30]([C:26]3[CH:25]=[C:24]([C:23]([F:37])([F:22])[F:36])[CH:29]=[CH:28][N:27]=3)[CH2:31][CH2:32]2)=[O:16])[CH2:12][CH2:13][C@@H:9]([NH:8][C:6](=[O:7])[O:5][C:1]([CH3:2])([CH3:3])[CH3:4])[CH2:10]1)([CH3:19])[CH3:18]. Given the reactants [C:1]([O:5][C:6]([NH:8][C@@H:9]1[CH2:13][CH2:12][C@:11]([CH:17]([CH3:19])[CH3:18])([C:14]([OH:16])=O)[CH2:10]1)=[O:7])([CH3:4])([CH3:3])[CH3:2].Cl.Cl.[F:22][C:23]([F:37])([F:36])[C:24]1[CH:29]=[CH:28][N:27]=[C:26]([C:30]2[CH2:31][CH2:32][NH:33][CH2:34][CH:35]=2)[CH:25]=1.C(N(CC)CC)C.F[P-](F)(F)(F)(F)F.N1(O[P+](N(C)C)(N(C)C)N(C)C)C2C=CC=CC=2N=N1, predict the reaction product. (4) Given the reactants Cl[C:2]1[N:7]=[C:6]([C:8]2[S:12][C:11]([CH:13]3[CH2:18][CH2:17][O:16][CH2:15][CH2:14]3)=[N:10][C:9]=2[C:19]2[C:20]([F:37])=[C:21]([NH:25][S:26]([C:29]3[C:34]([F:35])=[CH:33][CH:32]=[CH:31][C:30]=3[F:36])(=[O:28])=[O:27])[CH:22]=[CH:23][CH:24]=2)[CH:5]=[CH:4][N:3]=1.[OH-].[NH3:39], predict the reaction product. The product is: [NH2:39][C:2]1[N:7]=[C:6]([C:8]2[S:12][C:11]([CH:13]3[CH2:18][CH2:17][O:16][CH2:15][CH2:14]3)=[N:10][C:9]=2[C:19]2[C:20]([F:37])=[C:21]([NH:25][S:26]([C:29]3[C:34]([F:35])=[CH:33][CH:32]=[CH:31][C:30]=3[F:36])(=[O:28])=[O:27])[CH:22]=[CH:23][CH:24]=2)[CH:5]=[CH:4][N:3]=1. (5) Given the reactants [CH:1]1([C:7]2[CH:12]=[CH:11][C:10]([CH:13]([CH2:30][C:31](=O)[C:32]3[CH:37]=[CH:36][C:35]([S:38][C:39]([F:42])([F:41])[F:40])=[CH:34][CH:33]=3)[C:14]([C:16]3[CH:29]=[CH:28][C:19]([C:20]([NH:22][CH2:23][CH2:24][C:25]([OH:27])=[O:26])=[O:21])=[CH:18][CH:17]=3)=O)=[CH:9][CH:8]=2)[CH2:6][CH2:5][CH2:4][CH2:3][CH2:2]1.C([O-])(=O)C.[NH4+:48], predict the reaction product. The product is: [CH:1]1([C:7]2[CH:8]=[CH:9][C:10]([C:13]3[CH:30]=[C:31]([C:32]4[CH:37]=[CH:36][C:35]([S:38][C:39]([F:42])([F:41])[F:40])=[CH:34][CH:33]=4)[NH:48][C:14]=3[C:16]3[CH:29]=[CH:28][C:19]([C:20]([NH:22][CH2:23][CH2:24][C:25]([OH:27])=[O:26])=[O:21])=[CH:18][CH:17]=3)=[CH:11][CH:12]=2)[CH2:6][CH2:5][CH2:4][CH2:3][CH2:2]1. (6) Given the reactants [CH3:1][O:2][C:3]1[CH:8]=[CH:7][C:6]([NH:9][C:10]2([C:16]#[N:17])[CH2:15][CH2:14][O:13][CH2:12][CH2:11]2)=[CH:5][CH:4]=1.[OH-:18].[Na+], predict the reaction product. The product is: [CH3:1][O:2][C:3]1[CH:4]=[CH:5][C:6]([NH:9][C:10]2([C:16]([NH2:17])=[O:18])[CH2:15][CH2:14][O:13][CH2:12][CH2:11]2)=[CH:7][CH:8]=1.